From a dataset of Reaction yield outcomes from USPTO patents with 853,638 reactions. Predict the reaction yield, written as a fraction of the theoretical maximum amount of product (1.0 means a 100% yield; for example, 0.34 means a 34% yield). (1) The reactants are [C:1]([O:5][C:6](=[O:32])[N:7]([C@H:11]1[CH2:19][CH2:18][CH2:17][C@H:16]([CH2:20][C:21]2[CH:26]=[CH:25][C:24]([O:27][CH3:28])=[CH:23][CH:22]=2)[C@@H:15]([OH:29])[C@H:14]([CH3:30])[O:13][C:12]1=[O:31])[CH2:8][O:9][CH3:10])([CH3:4])([CH3:3])[CH3:2].CCN(CC)CC.[CH:40]1([C:45](Cl)=[O:46])[CH2:44][CH2:43][CH2:42][CH2:41]1. The catalyst is CN(C1C=CN=CC=1)C.C(Cl)Cl. The product is [CH:40]1([C:45]([O:29][C@@H:15]2[C@@H:16]([CH2:20][C:21]3[CH:26]=[CH:25][C:24]([O:27][CH3:28])=[CH:23][CH:22]=3)[CH2:17][CH2:18][CH2:19][C@H:11]([N:7]([C:6]([O:5][C:1]([CH3:2])([CH3:4])[CH3:3])=[O:32])[CH2:8][O:9][CH3:10])[C:12](=[O:31])[O:13][C@H:14]2[CH3:30])=[O:46])[CH2:44][CH2:43][CH2:42][CH2:41]1. The yield is 0.350. (2) The reactants are [NH2:1][C:2]([CH3:9])([CH2:5][CH:6]1[CH2:8][CH2:7]1)[C:3]#[N:4].C(N(CC)CC)C.[C:17](O[C:17]([O:19][C:20]([CH3:23])([CH3:22])[CH3:21])=[O:18])([O:19][C:20]([CH3:23])([CH3:22])[CH3:21])=[O:18]. The catalyst is ClCCl. The product is [C:20]([O:19][C:17](=[O:18])[NH:1][C:2]([C:3]#[N:4])([CH3:9])[CH2:5][CH:6]1[CH2:8][CH2:7]1)([CH3:23])([CH3:22])[CH3:21]. The yield is 0.660. (3) The reactants are [Cl:1][C:2]1[C:10]([C:11]2[C:12]([CH3:25])=[N:13][N:14]([CH2:17][CH2:18][N:19]3[CH2:24][CH2:23][O:22][CH2:21][CH2:20]3)[C:15]=2[CH3:16])=[C:9]2[C:5]([C:6]([CH2:27][CH2:28][CH2:29][O:30][C:31]3[CH:36]=[C:35]([CH3:37])[C:34]([Cl:38])=[C:33]([CH3:39])[CH:32]=3)=[C:7]([CH3:26])[NH:8]2)=[CH:4][CH:3]=1.C1CCN2C(=NCCC2)CC1.[C:51]([O:55][CH3:56])(=[O:54])[CH:52]=[CH2:53]. The catalyst is CC#N. The product is [Cl:1][C:2]1[C:10]([C:11]2[C:12]([CH3:25])=[N:13][N:14]([CH2:17][CH2:18][N:19]3[CH2:20][CH2:21][O:22][CH2:23][CH2:24]3)[C:15]=2[CH3:16])=[C:9]2[C:5]([C:6]([CH2:27][CH2:28][CH2:29][O:30][C:31]3[CH:32]=[C:33]([CH3:39])[C:34]([Cl:38])=[C:35]([CH3:37])[CH:36]=3)=[C:7]([CH3:26])[N:8]2[CH2:53][CH2:52][C:51]([O:55][CH3:56])=[O:54])=[CH:4][CH:3]=1. The yield is 0.430. (4) The reactants are [OH:1][C:2]1[CH:7]=[CH:6][CH:5]=[CH:4][C:3]=1[C:8]1[CH:9]=[C:10]([CH:14]([NH:20][C:21]([C@@H:23]2[CH2:28][CH2:27][CH2:26][N:25]([C:29](=[O:45])[CH2:30][CH2:31][CH:32]3[CH2:37][CH2:36][N:35]([C:38]([O:40][C:41]([CH3:44])([CH3:43])[CH3:42])=[O:39])[CH2:34][CH2:33]3)[CH2:24]2)=[O:22])[CH2:15][C:16]([O:18][CH3:19])=[O:17])[CH:11]=[N:12][CH:13]=1.C(=O)([O-])[O-].[Cs+].[Cs+].[C:52]1([CH3:75])[CH:57]=[CH:56][C:55]([S:58]([O:61][CH2:62][CH2:63]OS(C2C=CC(C)=CC=2)(=O)=O)(=[O:60])=[O:59])=[CH:54][CH:53]=1. The catalyst is CN(C)C=O. The product is [CH3:19][O:18][C:16](=[O:17])[CH2:15][CH:14]([NH:20][C:21]([C@@H:23]1[CH2:28][CH2:27][CH2:26][N:25]([C:29](=[O:45])[CH2:30][CH2:31][CH:32]2[CH2:33][CH2:34][N:35]([C:38]([O:40][C:41]([CH3:42])([CH3:44])[CH3:43])=[O:39])[CH2:36][CH2:37]2)[CH2:24]1)=[O:22])[C:10]1[CH:11]=[N:12][CH:13]=[C:8]([C:3]2[CH:4]=[CH:5][CH:6]=[CH:7][C:2]=2[O:1][CH2:63][CH2:62][O:61][S:58]([C:55]2[CH:56]=[CH:57][C:52]([CH3:75])=[CH:53][CH:54]=2)(=[O:60])=[O:59])[CH:9]=1. The yield is 0.370. (5) The reactants are S(Cl)(Cl)=O.[F:5][C:6]1[CH:14]=[C:13]([N+:15]([O-:17])=[O:16])[CH:12]=[CH:11][C:7]=1[C:8](O)=[O:9].[CH3:18][N:19](C=O)C. No catalyst specified. The product is [CH3:18][NH:19][C:8](=[O:9])[C:7]1[CH:11]=[CH:12][C:13]([N+:15]([O-:17])=[O:16])=[CH:14][C:6]=1[F:5]. The yield is 0.850. (6) The reactants are Br[CH2:2][C@H:3]1[O:7][C:6](=[O:8])[C@@H:5]([NH:9][C:10](=[O:16])[O:11][C:12]([CH3:15])([CH3:14])[CH3:13])[CH2:4]1.[N-:17]=[N+:18]=[N-:19].[Na+]. The catalyst is CN(C=O)C. The product is [N:17]([CH2:2][C@H:3]1[O:7][C:6](=[O:8])[C@@H:5]([NH:9][C:10](=[O:16])[O:11][C:12]([CH3:15])([CH3:14])[CH3:13])[CH2:4]1)=[N+:18]=[N-:19]. The yield is 0.980. (7) The reactants are [Cl:1][CH2:2][CH2:3][CH2:4][O:5][C:6]1[C:7]([O:19][CH3:20])=[CH:8][C:9]([N+:16]([O-])=O)=[C:10]([CH:15]=1)[C:11]([O:13][CH3:14])=[O:12]. The catalyst is CCOC(C)=O.[Pd]. The product is [NH2:16][C:9]1[CH:8]=[C:7]([O:19][CH3:20])[C:6]([O:5][CH2:4][CH2:3][CH2:2][Cl:1])=[CH:15][C:10]=1[C:11]([O:13][CH3:14])=[O:12]. The yield is 0.990.